From a dataset of Catalyst prediction with 721,799 reactions and 888 catalyst types from USPTO. Predict which catalyst facilitates the given reaction. (1) Reactant: [CH3:1][P:2](=[O:7])([O:5][CH3:6])[O:3][CH3:4].[Li]CCCC.C[O:14][C:15](=O)[CH2:16][C:17]1[CH:22]=[CH:21][CH:20]=[C:19]([Cl:23])[CH:18]=1.CC(O)=O. Product: [CH3:4][O:3][P:2]([CH2:1][C:15](=[O:14])[CH2:16][C:17]1[CH:22]=[CH:21][CH:20]=[C:19]([Cl:23])[CH:18]=1)(=[O:7])[O:5][CH3:6]. The catalyst class is: 1. (2) Reactant: [Cl:1][C:2]1[CH:7]=[CH:6][C:5]([C:8]2([OH:24])[CH2:13][CH2:12][NH:11][CH2:10][C:9]2([CH2:15][O:16][CH2:17][CH2:18][N:19]([CH2:22][CH3:23])[CH2:20][CH3:21])[CH3:14])=[CH:4][CH:3]=1.[C:25]([O-:28])([O-])=[O:26].[K+].[K+].BrCC[CH:34]=[C:35]1[C:41]2C=CC=NC=2COC2C=CC(C(O)(C)C)=C[C:36]1=2. Product: [C:35]([O:28][C:25]([N:11]1[CH2:12][CH2:13][C:8]([C:5]2[CH:4]=[CH:3][C:2]([Cl:1])=[CH:7][CH:6]=2)([OH:24])[C:9]([CH2:15][O:16][CH2:17][CH2:18][N:19]([CH2:22][CH3:23])[CH2:20][CH3:21])([CH3:14])[CH2:10]1)=[O:26])([CH3:41])([CH3:36])[CH3:34]. The catalyst class is: 47. (3) Reactant: [OH:1][C:2]1[CH:3]=[C:4]([C:8]2[C:17]3[C:12](=[C:13]([C:18]([F:21])([F:20])[F:19])[CH:14]=[CH:15][CH:16]=3)[N:11]=[CH:10][C:9]=2[C:22]([C:24]2[CH:29]=[CH:28][CH:27]=[CH:26][CH:25]=2)=[O:23])[CH:5]=[CH:6][CH:7]=1.[C:30]([C:33]1[CH:34]=[C:35](B(O)O)[CH:36]=[CH:37][CH:38]=1)([OH:32])=[O:31].C(N(CC)CC)C. Product: [C:22]([C:9]1[CH:10]=[N:11][C:12]2[C:17]([C:8]=1[C:4]1[CH:3]=[C:2]([CH:7]=[CH:6][CH:5]=1)[O:1][C:37]1[CH:38]=[C:33]([CH:34]=[CH:35][CH:36]=1)[C:30]([OH:32])=[O:31])=[CH:16][CH:15]=[CH:14][C:13]=2[C:18]([F:21])([F:19])[F:20])(=[O:23])[C:24]1[CH:25]=[CH:26][CH:27]=[CH:28][CH:29]=1. The catalyst class is: 221. (4) Reactant: [CH3:1][N:2]1[CH:6]=[C:5]([C:7]2[C:15]3[C:10](=[CH:11][N:12]=[C:13]([C:16]4[CH:17]=[N:18][N:19]([CH3:21])[CH:20]=4)[CH:14]=3)[N:9](C3CCCCO3)[N:8]=2)[CH:4]=[N:3]1.Cl. Product: [CH3:1][N:2]1[CH:6]=[C:5]([C:7]2[C:15]3[C:10](=[CH:11][N:12]=[C:13]([C:16]4[CH:17]=[N:18][N:19]([CH3:21])[CH:20]=4)[CH:14]=3)[NH:9][N:8]=2)[CH:4]=[N:3]1. The catalyst class is: 71. (5) Reactant: Br[C:2]1[CH:3]=[C:4]2[C:9](=[CH:10][CH:11]=1)[N:8]=[CH:7][C:6]([C:12](=[O:14])[CH3:13])=[C:5]2[NH:15][C@H:16]1[CH2:21][CH2:20][C@H:19]([CH2:22][N:23]2[CH2:27][CH2:26][CH2:25][CH2:24]2)[CH2:18][CH2:17]1.[Cl:28][C:29]1[CH:34]=[C:33](B2OC(C)(C)C(C)(C)O2)[CH:32]=[C:31]([Cl:44])[C:30]=1[OH:45].Cl. Product: [ClH:28].[Cl:44][C:31]1[CH:32]=[C:33]([C:2]2[CH:3]=[C:4]3[C:9](=[CH:10][CH:11]=2)[N:8]=[CH:7][C:6]([C:12](=[O:14])[CH3:13])=[C:5]3[NH:15][C@H:16]2[CH2:17][CH2:18][C@H:19]([CH2:22][N:23]3[CH2:27][CH2:26][CH2:25][CH2:24]3)[CH2:20][CH2:21]2)[CH:34]=[C:29]([Cl:28])[C:30]=1[OH:45]. The catalyst class is: 98. (6) Reactant: [NH2:1][C:2]1[C:3]([C:7]2[N:8]([C:16]3[CH:21]=[CH:20][C:19]([O:22][CH:23]4[CH2:28][CH2:27][N:26]([CH2:29][C:30]([O:32]C)=[O:31])[CH2:25][CH2:24]4)=[CH:18][CH:17]=3)[C:9]3[CH:14]=[CH:13][N:12]=[CH:11][C:10]=3[N:15]=2)=[N:4][O:5][N:6]=1.C[Si](C)(C)[O-].[K+]. Product: [NH2:1][C:2]1[C:3]([C:7]2[N:8]([C:16]3[CH:17]=[CH:18][C:19]([O:22][CH:23]4[CH2:28][CH2:27][N:26]([CH2:29][C:30]([OH:32])=[O:31])[CH2:25][CH2:24]4)=[CH:20][CH:21]=3)[C:9]3[CH:14]=[CH:13][N:12]=[CH:11][C:10]=3[N:15]=2)=[N:4][O:5][N:6]=1. The catalyst class is: 1. (7) Reactant: [NH2:1][CH:2]1[CH2:7][CH2:6][CH2:5][N:4]([C:8](=[O:32])[C@@H:9]([N:11]2[CH2:15][CH2:14][C@H:13]([NH:16][S:17]([C:20]3[CH:29]=[CH:28][C:27]4[C:22](=[CH:23][CH:24]=[C:25]([Cl:30])[CH:26]=4)[CH:21]=3)(=[O:19])=[O:18])[C:12]2=[O:31])[CH3:10])[CH2:3]1.[C:33](O)(=[O:36])[C:34]#[CH:35].C(N(CC)C(C)C)(C)C.CN(C(ON1N=NC2C=CC=NC1=2)=[N+](C)C)C.F[P-](F)(F)(F)(F)F. Product: [Cl:30][C:25]1[CH:26]=[C:27]2[C:22](=[CH:23][CH:24]=1)[CH:21]=[C:20]([S:17]([NH:16][C@H:13]1[CH2:14][CH2:15][N:11]([C@@H:9]([CH3:10])[C:8]([N:4]3[CH2:5][CH2:6][CH2:7][CH:2]([NH:1][C:33](=[O:36])[C:34]#[CH:35])[CH2:3]3)=[O:32])[C:12]1=[O:31])(=[O:19])=[O:18])[CH:29]=[CH:28]2. The catalyst class is: 3. (8) Reactant: [C:1]([C:5]1[CH:6]=[C:7]([N+:16]([O-])=O)[C:8]([O:14][CH3:15])=[C:9]([N+:11]([O-])=O)[CH:10]=1)([CH3:4])([CH3:3])[CH3:2].C([O-])=O.[NH4+]. Product: [C:1]([C:5]1[CH:6]=[C:7]([NH2:16])[C:8]([O:14][CH3:15])=[C:9]([NH2:11])[CH:10]=1)([CH3:4])([CH3:2])[CH3:3]. The catalyst class is: 256. (9) Reactant: [C:1]([N:4]1[C:13]2[C:8](=[CH:9][CH:10]=[CH:11][CH:12]=2)[C@H:7]([NH:14][C:15]2[CH:24]=[CH:23][C:18]([C:19]([O:21]C)=[O:20])=[CH:17][CH:16]=2)[C@@H:6]([CH3:25])[C@@H:5]1[CH:26]1[CH2:28][CH2:27]1)(=[O:3])[CH3:2].[OH-].[Na+].Cl.CO. Product: [C:1]([N:4]1[C:13]2[C:8](=[CH:9][CH:10]=[CH:11][CH:12]=2)[C@H:7]([NH:14][C:15]2[CH:16]=[CH:17][C:18]([C:19]([OH:21])=[O:20])=[CH:23][CH:24]=2)[C@@H:6]([CH3:25])[C@@H:5]1[CH:26]1[CH2:27][CH2:28]1)(=[O:3])[CH3:2]. The catalyst class is: 10.